Dataset: Full USPTO retrosynthesis dataset with 1.9M reactions from patents (1976-2016). Task: Predict the reactants needed to synthesize the given product. Given the product [CH3:1][O:2][C:3](=[O:21])[C@@H:4]([O:19][CH3:20])[CH2:5][C:6]1[CH:11]=[CH:10][C:9]([O:12][CH2:13][CH2:14][CH2:15][O:38][C:35]2[CH:34]=[CH:33][C:32]([C:29]3[CH:30]=[CH:31][C:26]([C:22]([CH3:25])([CH3:24])[CH3:23])=[CH:27][CH:28]=3)=[CH:37][CH:36]=2)=[CH:8][C:7]=1[O:17][CH3:18], predict the reactants needed to synthesize it. The reactants are: [CH3:1][O:2][C:3](=[O:21])[CH:4]([O:19][CH3:20])[CH2:5][C:6]1[CH:11]=[CH:10][C:9]([O:12][CH2:13][CH2:14][CH2:15]Br)=[CH:8][C:7]=1[O:17][CH3:18].[C:22]([C:26]1[CH:31]=[CH:30][C:29]([C:32]2[CH:37]=[CH:36][C:35]([OH:38])=[CH:34][CH:33]=2)=[CH:28][CH:27]=1)([CH3:25])([CH3:24])[CH3:23].